This data is from Reaction yield outcomes from USPTO patents with 853,638 reactions. The task is: Predict the reaction yield, written as a fraction of the theoretical maximum amount of product (1.0 means a 100% yield; for example, 0.34 means a 34% yield). (1) The reactants are [CH3:1][O:2][C:3](=[O:20])[C:4]1[CH:9]=[C:8]([CH:10]=[O:11])[C:7]([C:12]([F:15])([F:14])[F:13])=[CH:6][C:5]=1[NH:16][C:17](=[O:19])[CH3:18].[CH2:21]([Mg]Cl)[CH2:22][CH3:23]. The catalyst is CCOCC. The product is [CH3:1][O:2][C:3](=[O:20])[C:4]1[CH:9]=[C:8]([CH:10]([OH:11])[CH2:21][CH2:22][CH3:23])[C:7]([C:12]([F:15])([F:14])[F:13])=[CH:6][C:5]=1[NH:16][C:17](=[O:19])[CH3:18]. The yield is 0.230. (2) The reactants are [CH3:1][N:2]1[C:6]2[CH:7]=[CH:8][C:9]([NH2:11])=[CH:10][C:5]=2[N:4]=[CH:3]1.[N:12]([O-])=O.[Na+].O.O.Cl[Sn]Cl.[CH3:21][CH:22]([CH3:28])[C:23](=O)[CH2:24][C:25]#[N:26]. No catalyst specified. The product is [CH:22]([C:23]1[CH:24]=[C:25]([NH2:26])[N:11]([C:9]2[CH:8]=[CH:7][C:6]3[N:2]([CH3:1])[CH:3]=[N:4][C:5]=3[CH:10]=2)[N:12]=1)([CH3:28])[CH3:21]. The yield is 0.730. (3) The yield is 0.760. The catalyst is C(O)C. The reactants are [C:1]([C:5]1[CH:19]=[CH:18][C:8]([O:9][C:10]2[CH:11]=[C:12]([CH:15]=[CH:16][CH:17]=2)[CH:13]=O)=[CH:7][CH:6]=1)([CH3:4])([CH3:3])[CH3:2].[CH2:20]([NH:24][C:25]1[CH:31]=[C:30]([O:32][CH2:33][CH2:34][CH2:35][N:36]([CH2:39][CH3:40])[CH2:37][CH3:38])[CH:29]=[C:28]([O:41][CH2:42][CH2:43][CH2:44][N:45]([CH2:48][CH3:49])[CH2:46][CH3:47])[C:26]=1[NH2:27])[CH2:21][CH2:22][CH3:23]. The product is [CH2:20]([N:24]1[C:25]2[CH:31]=[C:30]([O:32][CH2:33][CH2:34][CH2:35][N:36]([CH2:37][CH3:38])[CH2:39][CH3:40])[CH:29]=[C:28]([O:41][CH2:42][CH2:43][CH2:44][N:45]([CH2:48][CH3:49])[CH2:46][CH3:47])[C:26]=2[N:27]=[C:13]1[C:12]1[CH:15]=[CH:16][CH:17]=[C:10]([O:9][C:8]2[CH:18]=[CH:19][C:5]([C:1]([CH3:4])([CH3:3])[CH3:2])=[CH:6][CH:7]=2)[CH:11]=1)[CH2:21][CH2:22][CH3:23]. (4) The reactants are C[O:2][C:3]1[CH:8]=[CH:7][C:6]([C:9]2([C:12]([O:14][CH3:15])=[O:13])[CH2:11][CH2:10]2)=[CH:5][CH:4]=1.CCS.[Al+3].[Cl-].[Cl-].[Cl-]. The catalyst is C(Cl)Cl. The yield is 0.950. The product is [CH3:15][O:14][C:12]([C:9]1([C:6]2[CH:5]=[CH:4][C:3]([OH:2])=[CH:8][CH:7]=2)[CH2:10][CH2:11]1)=[O:13]. (5) The reactants are Br[C:2]1[CH:6]=[CH:5][O:4][C:3]=1[CH:7]1[O:11][CH2:10][CH2:9][O:8]1.C([Li])(C)(C)C.CN([CH:20]=[O:21])C.O.O.C(O)(=O)C(O)=O. The catalyst is CCOCC.O. The product is [O:8]1[CH2:9][CH2:10][O:11][CH:7]1[C:3]1[O:4][CH:5]=[CH:6][C:2]=1[CH:20]=[O:21]. The yield is 0.680. (6) The reactants are [Cl:1][C:2]1[CH:3]=[C:4]([CH3:18])[C:5]([OH:17])=[C:6](/[CH:8]=[CH:9]/[C:10]([O:12][C:13]([CH3:16])([CH3:15])[CH3:14])=[O:11])[CH:7]=1.[NH2:19][OH:20].S([O-])([O-])(=O)=O.C([N+](CCCC)(CCCC)CCCC)CCC.C([N+](CCCC)(CCCC)CCCC)CCC. No catalyst specified. The product is [Cl:1][C:2]1[CH:3]=[C:4]([CH3:18])[C:5]([OH:17])=[C:6]([CH:8]([NH:19][OH:20])[CH2:9][C:10]([O:12][C:13]([CH3:14])([CH3:15])[CH3:16])=[O:11])[CH:7]=1. The yield is 0.960.